Dataset: Peptide-MHC class I binding affinity with 185,985 pairs from IEDB/IMGT. Task: Regression. Given a peptide amino acid sequence and an MHC pseudo amino acid sequence, predict their binding affinity value. This is MHC class I binding data. (1) The peptide sequence is GIPNNKYRAL. The binding affinity (normalized) is 0. The MHC is Mamu-A01 with pseudo-sequence Mamu-A01. (2) The peptide sequence is MPSMKRFRRE. The MHC is HLA-B53:01 with pseudo-sequence HLA-B53:01. The binding affinity (normalized) is 0.0818. (3) The peptide sequence is VLLEFQSH. The MHC is H-2-Db with pseudo-sequence H-2-Db. The binding affinity (normalized) is 0. (4) The peptide sequence is TLLCVLAAL. The MHC is HLA-A02:01 with pseudo-sequence HLA-A02:01. The binding affinity (normalized) is 0.840. (5) The peptide sequence is HLYNILNNI. The MHC is HLA-A30:01 with pseudo-sequence HLA-A30:01. The binding affinity (normalized) is 0.327.